From a dataset of NCI-60 drug combinations with 297,098 pairs across 59 cell lines. Regression. Given two drug SMILES strings and cell line genomic features, predict the synergy score measuring deviation from expected non-interaction effect. (1) Drug 1: CCC1(CC2CC(C3=C(CCN(C2)C1)C4=CC=CC=C4N3)(C5=C(C=C6C(=C5)C78CCN9C7C(C=CC9)(C(C(C8N6C=O)(C(=O)OC)O)OC(=O)C)CC)OC)C(=O)OC)O.OS(=O)(=O)O. Drug 2: CN1C(=O)N2C=NC(=C2N=N1)C(=O)N. Cell line: COLO 205. Synergy scores: CSS=56.5, Synergy_ZIP=3.03, Synergy_Bliss=5.01, Synergy_Loewe=-58.2, Synergy_HSA=3.75. (2) Drug 1: CCCCCOC(=O)NC1=NC(=O)N(C=C1F)C2C(C(C(O2)C)O)O. Drug 2: C1CN(P(=O)(OC1)NCCCl)CCCl. Cell line: SK-MEL-5. Synergy scores: CSS=2.47, Synergy_ZIP=-2.54, Synergy_Bliss=-1.42, Synergy_Loewe=-1.86, Synergy_HSA=-1.46. (3) Drug 1: C1=C(C(=O)NC(=O)N1)N(CCCl)CCCl. Drug 2: CC1=C(C(=O)C2=C(C1=O)N3CC4C(C3(C2COC(=O)N)OC)N4)N. Cell line: MCF7. Synergy scores: CSS=30.4, Synergy_ZIP=-6.49, Synergy_Bliss=-0.507, Synergy_Loewe=2.29, Synergy_HSA=5.72. (4) Drug 1: C1CCN(CC1)CCOC2=CC=C(C=C2)C(=O)C3=C(SC4=C3C=CC(=C4)O)C5=CC=C(C=C5)O. Drug 2: CS(=O)(=O)C1=CC(=C(C=C1)C(=O)NC2=CC(=C(C=C2)Cl)C3=CC=CC=N3)Cl. Cell line: EKVX. Synergy scores: CSS=4.48, Synergy_ZIP=-1.92, Synergy_Bliss=-4.46, Synergy_Loewe=-7.36, Synergy_HSA=-7.47.